Dataset: Forward reaction prediction with 1.9M reactions from USPTO patents (1976-2016). Task: Predict the product of the given reaction. Given the reactants CO[C:3]([C:5]1[CH:6]=[C:7]2[C:12](=[CH:13][CH:14]=1)[N:11]=[CH:10][N:9]=[C:8]2[OH:15])=[O:4].Cl.C[NH:18]OC.Cl.C(=O)(O)[O-].[Na+].[O:27]1[CH2:31]CC[CH2:28]1, predict the reaction product. The product is: [CH3:28][O:27][CH2:31][NH:18][C:3]([C:5]1[CH:6]=[C:7]2[C:12](=[CH:13][CH:14]=1)[N:11]=[CH:10][N:9]=[C:8]2[OH:15])=[O:4].